Task: Predict the product of the given reaction.. Dataset: Forward reaction prediction with 1.9M reactions from USPTO patents (1976-2016) (1) The product is: [CH3:42][CH:41]([CH3:43])[C@H:29]([NH:28][C:4](=[O:6])[C@@H:3]([NH:7][C:8]([O:10][CH:11]([CH3:13])[CH3:12])=[O:9])[CH:2]([CH3:1])[CH3:14])[CH2:30][NH:31][C:32](=[O:40])[C:33]1[CH:38]=[CH:37][CH:36]=[CH:35][C:34]=1[CH3:39]. Given the reactants [CH3:1][CH:2]([CH3:14])[C@H:3]([NH:7][C:8]([O:10][CH:11]([CH3:13])[CH3:12])=[O:9])[C:4]([OH:6])=O.C(N1C=CN=C1)(N1C=CN=C1)=O.Cl.[NH2:28][C@@H:29]([CH:41]([CH3:43])[CH3:42])[CH2:30][NH:31][C:32](=[O:40])[C:33]1[CH:38]=[CH:37][CH:36]=[CH:35][C:34]=1[CH3:39].C(N(CC)CC)C, predict the reaction product. (2) Given the reactants [Cl:1][C:2]1[CH:3]=[C:4]([C:9]2([C:25]([F:28])([F:27])[F:26])[O:13][N:12]=[C:11]([C:14]3[CH:23]=[CH:22][C:17]([C:18](OC)=[O:19])=[C:16]([CH3:24])[CH:15]=3)[CH2:10]2)[CH:5]=[C:6]([Cl:8])[CH:7]=1.[H-].[Al+3].[Li+].[H-].[H-].[H-].Cl, predict the reaction product. The product is: [Cl:1][C:2]1[CH:3]=[C:4]([C:9]2([C:25]([F:27])([F:26])[F:28])[O:13][N:12]=[C:11]([C:14]3[CH:23]=[CH:22][C:17]([CH2:18][OH:19])=[C:16]([CH3:24])[CH:15]=3)[CH2:10]2)[CH:5]=[C:6]([Cl:8])[CH:7]=1. (3) Given the reactants O.[OH-].[Li+].OO.C([C@@H]1COC(=O)N1[C:19]([C@H:21]1[C@H:25]([CH3:26])[C:24](=[O:27])[N:23]([CH2:28][C:29]2[CH:34]=[CH:33][C:32]([O:35][CH3:36])=[CH:31][C:30]=2[O:37][CH3:38])[CH2:22]1)=[O:20])C1C=CC=CC=1.S([O-])(O)=[O:40].[Na+], predict the reaction product. The product is: [CH3:38][O:37][C:30]1[CH:31]=[C:32]([O:35][CH3:36])[CH:33]=[CH:34][C:29]=1[CH2:28][N:23]1[C:24](=[O:27])[C@@H:25]([CH3:26])[C@H:21]([C:19]([OH:20])=[O:40])[CH2:22]1. (4) The product is: [Cl:1][C:2]1[CH:3]=[C:4]([C:5]2[C:6]([C:13]3[CH:18]=[CH:17][CH:16]=[C:15]([O:19][CH3:20])[CH:14]=3)=[CH:7][NH:24][N:23]=2)[C:9]([OH:8])=[CH:10][C:11]=1[OH:12]. Given the reactants [Cl:1][C:2]1[CH:3]=[C:4]2[C:9](=[CH:10][C:11]=1[OH:12])[O:8][CH:7]=[C:6]([C:13]1[CH:18]=[CH:17][CH:16]=[C:15]([O:19][CH3:20])[CH:14]=1)[C:5]2=O.O.[NH2:23][NH2:24], predict the reaction product. (5) Given the reactants CC1C=C(N2CCN(CCOC3C=CC=CC=3)C2=O)SC=1C(O)=O.[F:25][C:26]1[CH:47]=[CH:46][C:29]([CH2:30][N:31]2[CH2:35][CH2:34][N:33]([C:36]3[S:40][C:39]([C:41]([OH:43])=O)=[C:38]([CH3:44])[CH:37]=3)[C:32]2=[O:45])=[CH:28][CH:27]=1.CS(O)(=O)=O.[NH:53]1[C:61]2[C:56](=[CH:57][CH:58]=[CH:59][CH:60]=2)[CH:55]=[C:54]1[CH2:62][NH2:63], predict the reaction product. The product is: [NH:53]1[C:61]2[C:56](=[CH:57][CH:58]=[CH:59][CH:60]=2)[CH:55]=[C:54]1[CH2:62][NH:63][C:41]([C:39]1[S:40][C:36]([N:33]2[CH2:34][CH2:35][N:31]([CH2:30][C:29]3[CH:28]=[CH:27][C:26]([F:25])=[CH:47][CH:46]=3)[C:32]2=[O:45])=[CH:37][C:38]=1[CH3:44])=[O:43]. (6) Given the reactants [O:1]1[CH2:5][CH2:4][O:3][CH:2]1[CH2:6][NH:7][CH2:8][C:9]1[N:10]=[C:11]2[CH:16]=[C:15]([C:17]([F:20])([F:19])[F:18])[CH:14]=[CH:13][N:12]2[CH:21]=1.[F:22][C:23]1[CH:38]=[C:37]([F:39])[CH:36]=[C:35]([F:40])[C:24]=1[C:25]([C:27]1[CH:28]=[C:29]([C:32](O)=[O:33])[NH:30][CH:31]=1)=[O:26].C(Cl)CCl.C1C=CC2N(O)N=NC=2C=1.C(N(CC)CC)C, predict the reaction product. The product is: [O:3]1[CH2:4][CH2:5][O:1][CH:2]1[CH2:6][N:7]([CH2:8][C:9]1[N:10]=[C:11]2[CH:16]=[C:15]([C:17]([F:18])([F:19])[F:20])[CH:14]=[CH:13][N:12]2[CH:21]=1)[C:32]([C:29]1[NH:30][CH:31]=[C:27]([C:25](=[O:26])[C:24]2[C:23]([F:22])=[CH:38][C:37]([F:39])=[CH:36][C:35]=2[F:40])[CH:28]=1)=[O:33]. (7) Given the reactants [NH:1]([C:27](OCC1C2C(=CC=CC=2)C2C1=CC=CC=2)=[O:28])[C@H:2]([C:24]([OH:26])=[O:25])[CH2:3][S:4][C:5]([C:18]1[CH:23]=[CH:22][CH:21]=[CH:20][CH:19]=1)([C:12]1[CH:17]=[CH:16][CH:15]=[CH:14][CH:13]=1)[C:6]1[CH:11]=[CH:10][CH:9]=[CH:8][CH:7]=1.[NH:44]([C:49]([O:51][CH2:52][CH:53]1[C:65]2[C:60](=[CH:61][CH:62]=[CH:63][CH:64]=2)[C:59]2[C:54]1=[CH:55][CH:56]=[CH:57][CH:58]=2)=[O:50])[CH2:45]C(O)=O.ON1C2C=CC=CC=2N=N1.CC(N=C=NC(C)C)C, predict the reaction product. The product is: [NH:44]([C:49]([O:51][CH2:52][CH:53]1[C:65]2[C:60](=[CH:61][CH:62]=[CH:63][CH:64]=2)[C:59]2[C:54]1=[CH:55][CH:56]=[CH:57][CH:58]=2)=[O:50])[CH2:45][C:27]([NH:1][C@H:2]([C:24]([OH:26])=[O:25])[CH2:3][S:4][C:5]([C:12]1[CH:13]=[CH:14][CH:15]=[CH:16][CH:17]=1)([C:6]1[CH:7]=[CH:8][CH:9]=[CH:10][CH:11]=1)[C:18]1[CH:23]=[CH:22][CH:21]=[CH:20][CH:19]=1)=[O:28].